Dataset: NCI-60 drug combinations with 297,098 pairs across 59 cell lines. Task: Regression. Given two drug SMILES strings and cell line genomic features, predict the synergy score measuring deviation from expected non-interaction effect. (1) Drug 1: CCC1=CC2CC(C3=C(CN(C2)C1)C4=CC=CC=C4N3)(C5=C(C=C6C(=C5)C78CCN9C7C(C=CC9)(C(C(C8N6C)(C(=O)OC)O)OC(=O)C)CC)OC)C(=O)OC.C(C(C(=O)O)O)(C(=O)O)O. Drug 2: CS(=O)(=O)OCCCCOS(=O)(=O)C. Cell line: NCI-H226. Synergy scores: CSS=14.3, Synergy_ZIP=-0.548, Synergy_Bliss=0.862, Synergy_Loewe=-26.5, Synergy_HSA=1.44. (2) Drug 1: C(CN)CNCCSP(=O)(O)O. Drug 2: COCCOC1=C(C=C2C(=C1)C(=NC=N2)NC3=CC=CC(=C3)C#C)OCCOC.Cl. Cell line: UO-31. Synergy scores: CSS=20.0, Synergy_ZIP=1.31, Synergy_Bliss=3.86, Synergy_Loewe=-8.07, Synergy_HSA=-0.200. (3) Cell line: SF-539. Drug 1: CN(CC1=CN=C2C(=N1)C(=NC(=N2)N)N)C3=CC=C(C=C3)C(=O)NC(CCC(=O)O)C(=O)O. Drug 2: C(CN)CNCCSP(=O)(O)O. Synergy scores: CSS=13.7, Synergy_ZIP=-12.5, Synergy_Bliss=-25.3, Synergy_Loewe=-50.8, Synergy_HSA=-25.7. (4) Drug 1: CC1=C(C(=O)C2=C(C1=O)N3CC4C(C3(C2COC(=O)N)OC)N4)N. Drug 2: CC1C(C(CC(O1)OC2CC(CC3=C2C(=C4C(=C3O)C(=O)C5=C(C4=O)C(=CC=C5)OC)O)(C(=O)CO)O)N)O.Cl. Cell line: NCI-H226. Synergy scores: CSS=48.4, Synergy_ZIP=-4.05, Synergy_Bliss=-5.95, Synergy_Loewe=-2.90, Synergy_HSA=-1.04. (5) Drug 1: CC1C(C(=O)NC(C(=O)N2CCCC2C(=O)N(CC(=O)N(C(C(=O)O1)C(C)C)C)C)C(C)C)NC(=O)C3=C4C(=C(C=C3)C)OC5=C(C(=O)C(=C(C5=N4)C(=O)NC6C(OC(=O)C(N(C(=O)CN(C(=O)C7CCCN7C(=O)C(NC6=O)C(C)C)C)C)C(C)C)C)N)C. Drug 2: C(=O)(N)NO. Cell line: 786-0. Synergy scores: CSS=12.7, Synergy_ZIP=1.09, Synergy_Bliss=3.43, Synergy_Loewe=-9.98, Synergy_HSA=1.77.